From a dataset of Drug-target binding data from BindingDB using Kd measurements. Regression. Given a target protein amino acid sequence and a drug SMILES string, predict the binding affinity score between them. We predict pKd (pKd = -log10(Kd in M); higher means stronger binding). Dataset: bindingdb_kd. (1) The drug is Cc1sc2c(c1C)C(c1ccc(Cl)cc1)=N[C@H](CC(=O)OC(C)(C)C)c1nnc(C)n1-2. The target protein sequence is NTKKNGRLTNQLQYLQKVVLKDLWKHSFSWPFQRPVDAVKLQLPDYYTIIKNPMDLNTIKKRLENKYYAKASECIEDFNTMFSNCYLYNKPGDDIVLMAQALEKLFMQKLSQMPQEEKNVLPDSQQQYNVVKTVKVTEQLRHCSEILKEMLAKKHFSYAWPFYNPVDVNALGLHNYYDVVKNPMDLGTIKEKMDNQEYKDAYKFAADVRLMFMNCYKYNPPDHEVVTMARMLQDVFETHFSKIPIEPVE. The pKd is 7.3. (2) The small molecule is CSC[C@H](NC(=O)CC[C@H](N)C(=O)O)C(=O)NCC(=O)O. The target protein sequence is MKLNTKFSLLATTLLVSTVAQAADKTFINCVSRSPTGFSPALVMDGISYNASSQQVYNRLVEFKRGSTDIEPALAESWTVSDDGLTYTFNLRKGVKFHSNKEFTPSRDFNADDVVFSFQRQLDPNHPYHNVSKATYPYFKAMKFPTLLKSVEKVDDHTVKITLNRQDATFLASLGMDFISIYSAEYADKMLAAGKPETIDTTPIGTGPFVFAGYQVDQKSRYLAHKEYWKGKADIDRLIFEIVPDATARYAKLQAGACDLIDFPNAADLEKMKTDPKVNLLSQEGLNIAYIAFNTEKAPFDNVKVRQALNYAVDKNAIIDAVYRGAGVAAKNPLPPTIWGYNNEITGYEYNPKKAKQLLKEAGFENGFETDIWVQPVVRASNPNPRRMAELVQSDWEKVGVKSKLVSYEWGDYIKRTKAGELTAGTYGWSGDNGDPDNFLSPLFGSENVGNSNYARFKNPELDALLHKAVGLSDKAERAKIYEQAQVLLKEQAPWINVAH.... The pKd is 6.0. (3) The small molecule is C[C@@H]1CCN(C(=O)CC#N)C[C@@H]1N(C)c1ncnc2[nH]ccc12. The target protein (Q9P0L2) has sequence MSARTPLPTVNERDTENHTSVDGYTEPHIQPTKSSSRQNIPRCRNSITSATDEQPHIGNYRLQKTIGKGNFAKVKLARHVLTGREVAVKIIDKTQLNPTSLQKLFREVRIMKILNHPNIVKLFEVIETEKTLYLVMEYASGGEVFDYLVAHGRMKEKEARAKFRQIVSAVQYCHQKYIVHRDLKAENLLLDGDMNIKIADFGFSNEFTVGNKLDTFCGSPPYAAPELFQGKKYDGPEVDVWSLGVILYTLVSGSLPFDGQNLKELRERVLRGKYRIPFYMSTDCENLLKKLLVLNPIKRGSLEQIMKDRWMNVGHEEEELKPYTEPDPDFNDTKRIDIMVTMGFARDEINDALINQKYDEVMATYILLGRKPPEFEGGESLSSGNLCQRSRPSSDLNNSTLQSPAHLKVQRSISANQKQRRFSDHAGPSIPPAVSYTKRPQANSVESEQKEEWDKDVARKLGSTTVGSKSEMTASPLVGPERKKSSTIPSNNVYSGGSMA.... The pKd is 5.0.